Task: Predict the reactants needed to synthesize the given product.. Dataset: Full USPTO retrosynthesis dataset with 1.9M reactions from patents (1976-2016) Given the product [CH:1]1([CH2:6][C:7]([C:9]2[CH:24]=[CH:23][C:12]([O:13][CH2:14][C:15]3[CH:16]=[CH:17][C:18]([C:19]4[N:31]=[N:32][NH:33][N:20]=4)=[CH:21][CH:22]=3)=[C:11]([CH3:25])[C:10]=2[OH:26])=[O:8])[CH2:2][CH2:3][CH2:4][CH2:5]1, predict the reactants needed to synthesize it. The reactants are: [CH:1]1([CH2:6][C:7]([C:9]2[CH:24]=[CH:23][C:12]([O:13][CH2:14][C:15]3[CH:22]=[CH:21][C:18]([C:19]#[N:20])=[CH:17][CH:16]=3)=[C:11]([CH3:25])[C:10]=2[OH:26])=[O:8])[CH2:5][CH2:4][CH2:3][CH2:2]1.C[Si]([N:31]=[N+:32]=[N-:33])(C)C.C([Sn](=O)CCCC)CCC.